This data is from NCI-60 drug combinations with 297,098 pairs across 59 cell lines. The task is: Regression. Given two drug SMILES strings and cell line genomic features, predict the synergy score measuring deviation from expected non-interaction effect. (1) Drug 1: CCCS(=O)(=O)NC1=C(C(=C(C=C1)F)C(=O)C2=CNC3=C2C=C(C=N3)C4=CC=C(C=C4)Cl)F. Drug 2: CCCCCOC(=O)NC1=NC(=O)N(C=C1F)C2C(C(C(O2)C)O)O. Cell line: NCI-H322M. Synergy scores: CSS=-1.71, Synergy_ZIP=3.80, Synergy_Bliss=0.798, Synergy_Loewe=-6.79, Synergy_HSA=-6.23. (2) Drug 1: CCC1=CC2CC(C3=C(CN(C2)C1)C4=CC=CC=C4N3)(C5=C(C=C6C(=C5)C78CCN9C7C(C=CC9)(C(C(C8N6C)(C(=O)OC)O)OC(=O)C)CC)OC)C(=O)OC.C(C(C(=O)O)O)(C(=O)O)O. Drug 2: CN(CCCl)CCCl.Cl. Cell line: UACC62. Synergy scores: CSS=45.0, Synergy_ZIP=-3.22, Synergy_Bliss=-4.13, Synergy_Loewe=-19.8, Synergy_HSA=-3.65. (3) Drug 1: C1=CN(C=N1)CC(O)(P(=O)(O)O)P(=O)(O)O. Drug 2: C1=NNC2=C1C(=O)NC=N2. Cell line: LOX IMVI. Synergy scores: CSS=1.63, Synergy_ZIP=-2.89, Synergy_Bliss=-3.96, Synergy_Loewe=-3.54, Synergy_HSA=-3.96. (4) Drug 1: CCC(=C(C1=CC=CC=C1)C2=CC=C(C=C2)OCCN(C)C)C3=CC=CC=C3.C(C(=O)O)C(CC(=O)O)(C(=O)O)O. Drug 2: CC1CCC2CC(C(=CC=CC=CC(CC(C(=O)C(C(C(=CC(C(=O)CC(OC(=O)C3CCCCN3C(=O)C(=O)C1(O2)O)C(C)CC4CCC(C(C4)OC)OCCO)C)C)O)OC)C)C)C)OC. Cell line: SK-MEL-28. Synergy scores: CSS=0.138, Synergy_ZIP=-1.33, Synergy_Bliss=-3.41, Synergy_Loewe=-8.15, Synergy_HSA=-7.85. (5) Drug 1: CS(=O)(=O)C1=CC(=C(C=C1)C(=O)NC2=CC(=C(C=C2)Cl)C3=CC=CC=N3)Cl. Drug 2: C1=CC(=C2C(=C1NCCNCCO)C(=O)C3=C(C=CC(=C3C2=O)O)O)NCCNCCO. Cell line: T-47D. Synergy scores: CSS=45.7, Synergy_ZIP=10.4, Synergy_Bliss=10.1, Synergy_Loewe=-10.1, Synergy_HSA=11.7. (6) Drug 1: C1CCN(CC1)CCOC2=CC=C(C=C2)C(=O)C3=C(SC4=C3C=CC(=C4)O)C5=CC=C(C=C5)O. Drug 2: CC1=CC2C(CCC3(C2CCC3(C(=O)C)OC(=O)C)C)C4(C1=CC(=O)CC4)C. Cell line: RXF 393. Synergy scores: CSS=1.71, Synergy_ZIP=-0.822, Synergy_Bliss=-1.70, Synergy_Loewe=-3.75, Synergy_HSA=-1.36.